From a dataset of Peptide-MHC class II binding affinity with 134,281 pairs from IEDB. Regression. Given a peptide amino acid sequence and an MHC pseudo amino acid sequence, predict their binding affinity value. This is MHC class II binding data. (1) The peptide sequence is KTLILLETFVRVNPE. The MHC is H-2-IAb with pseudo-sequence H-2-IAb. The binding affinity (normalized) is 0.0706. (2) The peptide sequence is ADILDGDNLFPKV. The MHC is DRB1_0401 with pseudo-sequence DRB1_0401. The binding affinity (normalized) is 0.280.